From a dataset of Forward reaction prediction with 1.9M reactions from USPTO patents (1976-2016). Predict the product of the given reaction. (1) Given the reactants [CH2:1]([N:5]([S:32]([C:35]1[CH:40]=[CH:39][C:38]([N+:41]([O-:43])=[O:42])=[CH:37][CH:36]=1)(=[O:34])=[O:33])[C@H:6]([C:29]([OH:31])=[O:30])[CH2:7][CH2:8][CH2:9][CH2:10][NH:11][C:12](OCC1C2C=CC=CC=2C2C1=CC=CC=2)=[O:13])[CH:2]([CH3:4])[CH3:3].[C:44]([NH:47][C:48]1[CH:53]=[CH:52][C:51]([S:54]([NH:57][C@H:58](C(O)=O)[CH2:59][C:60]2[CH:65]=[CH:64][CH:63]=[CH:62][CH:61]=2)(=[O:56])=[O:55])=[CH:50][CH:49]=1)(=[O:46])[CH3:45], predict the reaction product. The product is: [CH3:3][CH:2]([CH2:1][N:5]([S:32]([C:35]1[CH:36]=[CH:37][C:38]([N+:41]([O-:43])=[O:42])=[CH:39][CH:40]=1)(=[O:33])=[O:34])[C@H:6]([C:29]([OH:31])=[O:30])[CH2:7][CH2:8][CH2:9][CH2:10][NH:11][C:12]([C@@H:58]([NH:57][S:54]([C:51]1[CH:50]=[CH:49][C:48]([NH:47][C:44]([CH3:45])=[O:46])=[CH:53][CH:52]=1)(=[O:56])=[O:55])[CH2:59][C:60]1[CH:65]=[CH:64][CH:63]=[CH:62][CH:61]=1)=[O:13])[CH3:4]. (2) Given the reactants [C:1]1([C:7]#[C:8][CH:9]=O)[CH:6]=[CH:5][CH:4]=[CH:3][CH:2]=1.[CH3:11][O:12][CH2:13][CH2:14][NH2:15].[C:16]1(=[O:27])[O:22][C:20](=O)[C:19]2=[CH:23][CH:24]=[CH:25][CH:26]=[C:18]2[CH2:17]1.[CH3:28][O:29][C:30]1[CH:31]=[C:32]([CH:34]=[CH:35][CH:36]=1)[NH2:33], predict the reaction product. The product is: [CH3:11][O:12][CH2:13][CH2:14][N:15]1[CH:9]([C:8]#[C:7][C:1]2[CH:2]=[CH:3][CH:4]=[CH:5][CH:6]=2)[CH:17]([C:16]([NH:33][C:32]2[CH:34]=[CH:35][CH:36]=[C:30]([O:29][CH3:28])[CH:31]=2)=[O:27])[C:18]2[C:19](=[CH:23][CH:24]=[CH:25][CH:26]=2)[C:20]1=[O:22]. (3) Given the reactants [CH:1]1[C:14]2[C:5](=[CH:6][C:7]3[C:12]([CH:13]=2)=[CH:11][CH:10]=[CH:9][CH:8]=3)[CH:4]=[CH:3][CH:2]=1.[C:15](Cl)(=[O:18])[CH:16]=[CH2:17].[Cl-].[Al+3].[Cl-].[Cl-], predict the reaction product. The product is: [C:15]([C:2]1[CH:3]=[CH:4][C:5]2[C:14](=[CH:13][C:12]3[C:7]([CH:6]=2)=[CH:8][CH:9]=[CH:10][CH:11]=3)[CH:1]=1)(=[O:18])[CH:16]=[CH2:17]. (4) The product is: [NH2:14][CH2:12][CH:11]1[CH2:10][CH2:9][N:8]([CH2:1][C:2]2[CH:7]=[CH:6][CH:5]=[CH:4][CH:3]=2)[CH2:16][CH2:15]1. Given the reactants [CH2:1]([N:8]1[CH2:16][CH2:15][CH:11]([C:12]([NH2:14])=O)[CH2:10][CH2:9]1)[C:2]1[CH:7]=[CH:6][CH:5]=[CH:4][CH:3]=1.[H-].[H-].[H-].[H-].[Li+].[Al+3].[OH-].[Na+].[O-]S([O-])(=O)=O.[Na+].[Na+], predict the reaction product. (5) Given the reactants [C:9](O[C:9]([O:11][C:12]([CH3:15])([CH3:14])[CH3:13])=[O:10])([O:11][C:12]([CH3:15])([CH3:14])[CH3:13])=[O:10].I.[NH2:17][C:18]1[C:19]([C:26]([NH:28][C:29](=[NH:32])[S:30][CH3:31])=[O:27])=[N:20][C:21]([Cl:25])=[C:22]([NH2:24])[N:23]=1, predict the reaction product. The product is: [C:12]([O:11][C:9]([NH:32][C:29](=[N:28][C:26]([C:19]1[C:18]([NH2:17])=[N:23][C:22]([NH2:24])=[C:21]([Cl:25])[N:20]=1)=[O:27])[S:30][CH3:31])=[O:10])([CH3:13])([CH3:14])[CH3:15]. (6) The product is: [C:5]1([O:4][CH3:3])[CH:6]=[CH:17][CH:15]=[CH:13][CH:14]=1.[CH3:7][O:8][C:9]([CH3:12])([CH3:11])[CH3:10]. Given the reactants O1[CH2:6][CH2:5][O:4][CH2:3]C1.[CH3:7][O:8][C:9]([CH3:12])([CH3:11])[CH3:10].[CH2:13]([C:15]([CH3:17])=O)[CH3:14].C(#N)C, predict the reaction product. (7) Given the reactants [CH3:1][O:2][C:3]1[CH:4]=[C:5]([CH:32]=[CH:33][C:34]=1[O:35][CH3:36])[CH2:6][CH:7]1[C:13]2[CH:14]=[C:15]([O:20][CH3:21])[C:16]([O:18][CH3:19])=[CH:17][C:12]=2[CH2:11][CH2:10][CH2:9][N:8]1[CH:22]([C:26]1[CH:31]=[CH:30][CH:29]=[CH:28][CH:27]=1)[C:23]([OH:25])=O.[NH2:37][CH2:38][C:39]([NH:41][CH2:42][CH3:43])=[O:40], predict the reaction product. The product is: [CH3:1][O:2][C:3]1[CH:4]=[C:5]([CH:32]=[CH:33][C:34]=1[O:35][CH3:36])[CH2:6][CH:7]1[C:13]2[CH:14]=[C:15]([O:20][CH3:21])[C:16]([O:18][CH3:19])=[CH:17][C:12]=2[CH2:11][CH2:10][CH2:9][N:8]1[CH:22]([C:26]1[CH:27]=[CH:28][CH:29]=[CH:30][CH:31]=1)[C:23]([NH:37][CH2:38][C:39](=[O:40])[NH:41][CH2:42][CH3:43])=[O:25]. (8) Given the reactants [OH-].[K+].[CH3:3][O:4][C:5]1[CH:6]=[C:7]([CH2:13][O:14][C:15]2[CH:16]=[C:17]([NH2:20])[NH:18][N:19]=2)[CH:8]=[C:9]([O:11][CH3:12])[CH:10]=1.C(=O)(OC(C)(C)C)[O:22][C:23]([O:25][C:26]([CH3:29])([CH3:28])[CH3:27])=O, predict the reaction product. The product is: [NH2:20][C:17]1[N:18]([C:23]([O:25][C:26]([CH3:29])([CH3:28])[CH3:27])=[O:22])[N:19]=[C:15]([O:14][CH2:13][C:7]2[CH:6]=[C:5]([O:4][CH3:3])[CH:10]=[C:9]([O:11][CH3:12])[CH:8]=2)[CH:16]=1.